From a dataset of Forward reaction prediction with 1.9M reactions from USPTO patents (1976-2016). Predict the product of the given reaction. (1) Given the reactants Cl.[C:2]([O:6][C:7](=[O:39])[CH2:8][C:9](=[O:38])[C:10]([CH3:37])([CH3:36])[C:11](=[O:35])[CH:12]([CH3:34])[CH:13]([O:25][C:26]([O:28][CH2:29][C:30]([Cl:33])([Cl:32])[Cl:31])=[O:27])[CH:14]([CH3:24])[CH2:15][O:16][CH2:17][C:18]1[CH:23]=[CH:22][CH:21]=[CH:20][CH:19]=1)([CH3:5])([CH3:4])[CH3:3], predict the reaction product. The product is: [C:2]([O:6][C:7](=[O:39])[CH2:8][CH:9]([OH:38])[C:10]([CH3:37])([CH3:36])[C:11](=[O:35])[CH:12]([CH3:34])[CH:13]([O:25][C:26]([O:28][CH2:29][C:30]([Cl:32])([Cl:31])[Cl:33])=[O:27])[CH:14]([CH3:24])[CH2:15][O:16][CH2:17][C:18]1[CH:19]=[CH:20][CH:21]=[CH:22][CH:23]=1)([CH3:3])([CH3:5])[CH3:4]. (2) Given the reactants [Li][NH2:2].Br[C:4]1[CH:9]=[CH:8][CH:7]=[CH:6][C:5]=1[CH:10]([CH3:12])[CH3:11].Cl.C([O-])(O)=O.[Na+], predict the reaction product. The product is: [CH:10]([C:5]1[CH:6]=[CH:7][CH:8]=[CH:9][C:4]=1[NH2:2])([CH3:12])[CH3:11]. (3) Given the reactants [C:1]([O:5][C:6](=[O:15])[NH:7][CH2:8][CH2:9][CH2:10][CH2:11][CH2:12][CH2:13][OH:14])([CH3:4])([CH3:3])[CH3:2].[C:16](Cl)(=[O:20])[O:17][CH2:18][Cl:19].N1C=CC=CC=1, predict the reaction product. The product is: [Cl:19][CH2:18][O:17][C:16]([O:14][CH2:13][CH2:12][CH2:11][CH2:10][CH2:9][CH2:8][NH:7][C:6](=[O:15])[O:5][C:1]([CH3:4])([CH3:2])[CH3:3])=[O:20]. (4) Given the reactants [NH2:1][C:2]1[CH:11]=[CH:10][CH:9]=[C:8]2[C:3]=1[CH2:4][CH2:5][N:6]([C:12]([O:14][C:15]([CH3:18])([CH3:17])[CH3:16])=[O:13])[CH2:7]2.[Cl:19][C:20]1[C:21]([O:31][CH3:32])=[CH:22][C:23]([O:29][CH3:30])=[C:24]([CH:28]=1)[C:25](Cl)=[O:26], predict the reaction product. The product is: [Cl:19][C:20]1[C:21]([O:31][CH3:32])=[CH:22][C:23]([O:29][CH3:30])=[C:24]([CH:28]=1)[C:25]([NH:1][C:2]1[CH:11]=[CH:10][CH:9]=[C:8]2[C:3]=1[CH2:4][CH2:5][N:6]([C:12]([O:14][C:15]([CH3:18])([CH3:17])[CH3:16])=[O:13])[CH2:7]2)=[O:26]. (5) Given the reactants [O:1]([C:9]1[CH:14]=[CH:13][C:12]([C:15]([C:20]2[CH:25]=[CH:24][C:23]([C:26]#[C:27][CH:28]([OH:33])[C:29]([CH3:32])([CH3:31])[CH3:30])=[C:22]([CH3:34])[CH:21]=2)([CH2:18][CH3:19])[CH2:16][CH3:17])=[CH:11][C:10]=1[CH3:35])[Si:2]([C:5]([CH3:8])([CH3:7])[CH3:6])([CH3:4])[CH3:3].[H-].[H-].[H-].[H-].[Li+].[Al+3], predict the reaction product. The product is: [O:1]([C:9]1[CH:14]=[CH:13][C:12]([C:15]([C:20]2[CH:25]=[CH:24][C:23](/[CH:26]=[CH:27]/[CH:28]([OH:33])[C:29]([CH3:32])([CH3:31])[CH3:30])=[C:22]([CH3:34])[CH:21]=2)([CH2:16][CH3:17])[CH2:18][CH3:19])=[CH:11][C:10]=1[CH3:35])[Si:2]([C:5]([CH3:6])([CH3:7])[CH3:8])([CH3:3])[CH3:4]. (6) Given the reactants [CH2:1]([O:8][C:9]1[C:14]([F:15])=[CH:13][C:12]([NH2:16])=[CH:11][C:10]=1[F:17])[C:2]1[CH:7]=[CH:6][CH:5]=[CH:4][CH:3]=1.[Br:18]N1C(=O)CCC1=O.Cl, predict the reaction product. The product is: [CH2:1]([O:8][C:9]1[C:10]([F:17])=[CH:11][C:12]([NH2:16])=[C:13]([Br:18])[C:14]=1[F:15])[C:2]1[CH:3]=[CH:4][CH:5]=[CH:6][CH:7]=1. (7) Given the reactants Cl[C:2]1[C:11]2[C:6](=[CH:7][C:8]([F:13])=[CH:9][C:10]=2[F:12])[N:5]=[C:4]([C:14]2[CH:19]=[CH:18][CH:17]=[CH:16][N:15]=2)[C:3]=1[CH3:20].[O:21]1[CH2:26][CH2:25][N:24]([C:27]2[CH:33]=[CH:32][C:31]([N:34]3[CH2:39][CH2:38][O:37][CH2:36][CH2:35]3)=[CH:30][C:28]=2[NH2:29])[CH2:23][CH2:22]1, predict the reaction product. The product is: [N:24]1([C:27]2[CH:33]=[CH:32][C:31]([N:34]3[CH2:35][CH2:36][O:37][CH2:38][CH2:39]3)=[CH:30][C:28]=2[NH:29][C:2]2[C:11]3[C:6](=[CH:7][C:8]([F:13])=[CH:9][C:10]=3[F:12])[N:5]=[C:4]([C:14]3[CH:19]=[CH:18][CH:17]=[CH:16][N:15]=3)[C:3]=2[CH3:20])[CH2:25][CH2:26][O:21][CH2:22][CH2:23]1. (8) Given the reactants [CH2:1]([O:5][C:6]1[C:15]2[C:10](=[CH:11][CH:12]=[C:13]([F:16])[CH:14]=2)[C:9](=[O:17])[N:8]([CH2:18][C:19]([CH3:22])([CH3:21])[CH3:20])[C:7]=1[CH2:23][N:24]1C(=O)C2C(=CC=CC=2)C1=O)[CH2:2][CH2:3][CH3:4].O.NN.C(=O)([O-])O.[Na+].[C:51](O[C:51]([O:53][C:54]([CH3:57])([CH3:56])[CH3:55])=[O:52])([O:53][C:54]([CH3:57])([CH3:56])[CH3:55])=[O:52], predict the reaction product. The product is: [CH2:1]([O:5][C:6]1[C:15]2[C:10](=[CH:11][CH:12]=[C:13]([F:16])[CH:14]=2)[C:9](=[O:17])[N:8]([CH2:18][C:19]([CH3:22])([CH3:21])[CH3:20])[C:7]=1[CH2:23][NH:24][C:51](=[O:52])[O:53][C:54]([CH3:55])([CH3:56])[CH3:57])[CH2:2][CH2:3][CH3:4]. (9) Given the reactants [C:1]([CH2:3][C:4]1[C:12]([O:13][CH3:14])=[CH:11][C:10]([CH3:15])=[C:9]2[C:5]=1[CH:6]=[CH:7][N:8]2[C:16]([O:18][C:19]([CH3:22])([CH3:21])[CH3:20])=[O:17])#[N:2].[CH3:23][Si]([N-][Si](C)(C)C)(C)C.[Li+], predict the reaction product. The product is: [C:1]([CH:3]([C:4]1[C:12]([O:13][CH3:14])=[CH:11][C:10]([CH3:15])=[C:9]2[C:5]=1[CH:6]=[CH:7][N:8]2[C:16]([O:18][C:19]([CH3:22])([CH3:21])[CH3:20])=[O:17])[CH3:23])#[N:2]. (10) Given the reactants O.[OH-].[Li+].[CH3:4][C:5]([Si:8]([CH3:41])([CH3:40])[O:9][CH2:10][C@@H:11]([O:13][C:14]1[CH:15]=[C:16]([O:29][C:30]2[N:35]=[CH:34][C:33]([C:36]([O:38]C)=[O:37])=[CH:32][CH:31]=2)[CH:17]=[C:18]([C:20]([NH:22][C:23]2[CH:27]=[CH:26][N:25]([CH3:28])[N:24]=2)=[O:21])[CH:19]=1)[CH3:12])([CH3:7])[CH3:6], predict the reaction product. The product is: [CH3:4][C:5]([Si:8]([CH3:41])([CH3:40])[O:9][CH2:10][C@@H:11]([O:13][C:14]1[CH:15]=[C:16]([O:29][C:30]2[N:35]=[CH:34][C:33]([C:36]([OH:38])=[O:37])=[CH:32][CH:31]=2)[CH:17]=[C:18]([C:20]([NH:22][C:23]2[CH:27]=[CH:26][N:25]([CH3:28])[N:24]=2)=[O:21])[CH:19]=1)[CH3:12])([CH3:6])[CH3:7].